Dataset: Forward reaction prediction with 1.9M reactions from USPTO patents (1976-2016). Task: Predict the product of the given reaction. (1) Given the reactants [Br:1][C:2]1[CH:7]=[N:6][C:5]([C:8]#[C:9][CH2:10][CH2:11][N:12]2[CH:16]=[N:15][CH:14]=[N:13]2)=[CH:4][N:3]=1, predict the reaction product. The product is: [Br:1][C:2]1[CH:7]=[N:6][C:5]([CH2:8][CH2:9][CH2:10][CH2:11][N:12]2[CH:16]=[N:15][CH:14]=[N:13]2)=[CH:4][N:3]=1. (2) Given the reactants C(OC(=O)CCC[O:8][C:9]1[CH:14]=[CH:13][CH:12]=[C:11]([CH2:15][CH2:16][CH2:17][CH2:18][CH2:19][CH2:20][O:21][C:22]2[CH:27]=[C:26](I)[CH:25]=[C:24]([C:29]3[CH:37]=[CH:36][C:32]4[O:33][CH2:34][O:35][C:31]=4[CH:30]=3)[CH:23]=2)[C:10]=1[CH2:38][CH2:39][C:40]([O:42][CH2:43][CH3:44])=[O:41])C.[N:46]1[CH:51]=[C:50](B(O)O)[CH:49]=[N:48][CH:47]=1, predict the reaction product. The product is: [CH2:43]([O:42][C:40](=[O:41])[CH:39]([O:8][C:9]1[CH:14]=[CH:13][CH:12]=[C:11]([CH2:15][CH2:16][CH2:17][CH2:18][CH2:19][CH2:20][O:21][C:22]2[CH:27]=[C:26]([C:51]3[CH:50]=[CH:49][N:48]=[CH:47][N:46]=3)[CH:25]=[C:24]([C:29]3[CH:37]=[CH:36][C:32]4[O:33][CH2:34][O:35][C:31]=4[CH:30]=3)[CH:23]=2)[C:10]=1[CH2:38][CH2:39][C:40]([O:42][CH2:43][CH3:44])=[O:41])[CH2:38][CH3:10])[CH3:44]. (3) Given the reactants [Cl:1][C:2]1[CH:3]=[C:4](B(O)O)[CH:5]=[CH:6][C:7]=1[O:8][CH:9]([CH3:11])[CH3:10].Cl[C:16]1[N:21]=[CH:20][C:19]([C:22]2[C:23]([CH2:36][CH3:37])=[C:24]([CH2:28][CH2:29][CH2:30][C:31]([O:33][CH2:34][CH3:35])=[O:32])[CH:25]=[CH:26][CH:27]=2)=[CH:18][N:17]=1.C(=O)([O-])[O-].[Cs+].[Cs+], predict the reaction product. The product is: [Cl:1][C:2]1[CH:3]=[C:4]([C:16]2[N:17]=[CH:18][C:19]([C:22]3[C:23]([CH2:36][CH3:37])=[C:24]([CH2:28][CH2:29][CH2:30][C:31]([O:33][CH2:34][CH3:35])=[O:32])[CH:25]=[CH:26][CH:27]=3)=[CH:20][N:21]=2)[CH:5]=[CH:6][C:7]=1[O:8][CH:9]([CH3:11])[CH3:10]. (4) Given the reactants [C:1]([O:5][C:6]([N:8]1[CH2:13][CH2:12][CH:11]([C:14]([O:16][CH2:17][C:18]2[CH:23]=[CH:22][CH:21]=[CH:20][CH:19]=2)=[O:15])[CH2:10][CH2:9]1)=[O:7])([CH3:4])([CH3:3])[CH3:2].C([N-]C(C)C)(C)C.[Li+].[CH3:32][O:33][C:34](=[O:43])[C:35]1[CH:40]=[CH:39][C:38]([CH2:41]Br)=[CH:37][CH:36]=1.C(OCC)(=O)C, predict the reaction product. The product is: [C:1]([O:5][C:6]([N:8]1[CH2:13][CH2:12][C:11]([CH2:41][C:38]2[CH:37]=[CH:36][C:35]([C:34]([O:33][CH3:32])=[O:43])=[CH:40][CH:39]=2)([C:14]([O:16][CH2:17][C:18]2[CH:23]=[CH:22][CH:21]=[CH:20][CH:19]=2)=[O:15])[CH2:10][CH2:9]1)=[O:7])([CH3:4])([CH3:2])[CH3:3]. (5) Given the reactants Br[C:2]1[CH:3]=[C:4]([CH:13]=[C:14]([F:16])[CH:15]=1)[O:5][Si:6]([C:9]([CH3:12])([CH3:11])[CH3:10])([CH3:8])[CH3:7].C([Li])CCC.CN([CH:25]=[O:26])C.O, predict the reaction product. The product is: [Si:6]([O:5][C:4]1[CH:3]=[C:2]([CH:15]=[C:14]([F:16])[CH:13]=1)[CH:25]=[O:26])([C:9]([CH3:12])([CH3:11])[CH3:10])([CH3:8])[CH3:7]. (6) Given the reactants [N:1]([CH2:4][C@H:5]1[O:9][C:8](=[O:10])[N:7]([C:11]2[CH:16]=[CH:15][C:14]([C:17](O)=[O:18])=[C:13]([F:20])[CH:12]=2)[CH2:6]1)=[N+:2]=[N-:3].F[P-](F)(F)(F)(F)F.[N:28]1(OC(N(C)C)=[N+](C)C)C2N=CC=CC=2N=N1.CCN(C(C)C)C(C)C.[Cl-].[NH4+], predict the reaction product. The product is: [N:1]([CH2:4][C@H:5]1[O:9][C:8](=[O:10])[N:7]([C:11]2[CH:16]=[CH:15][C:14]([C:17]([NH2:28])=[O:18])=[C:13]([F:20])[CH:12]=2)[CH2:6]1)=[N+:2]=[N-:3].